Dataset: Experimentally validated miRNA-target interactions with 360,000+ pairs, plus equal number of negative samples. Task: Binary Classification. Given a miRNA mature sequence and a target amino acid sequence, predict their likelihood of interaction. (1) The miRNA is hsa-miR-4435 with sequence AUGGCCAGAGCUCACACAGAGG. The protein sequence of the target gene is MATVEPETTPTPNPPTTEEEKTESNQEVANPEHYIKHPLQNRWALWFFKNDKSKTWQANLRLISKFDTVEDFWALYNHIQLSSNLMPGCDYSLFKDGIEPMWEDEKNKRGGRWLITLNKQQRRSDLDRFWLETLLCLIGESFDDYSDDVCGAVVNVRAKGDKIAIWTTECENREAVTHIGRVYKERLGLPPKIVIGYQSHADTATKSGSTTKNRFVV. Result: 1 (interaction). (2) The miRNA is mmu-miR-1942 with sequence UCAGAUGUCUUCAUCUGGUUG. The protein sequence of the target gene is MPIAMGLETACELECAALGALLREPREAERTLLLDCRPFLAFCRSHVRAARPVPWNALLRRRARGTPAAALACLLPDRALRARLGRGELARAVVLDESSASVAELPPDGPAHLLLAALQHEMRGGPTTVCFLRGGFKSFQTYCPDLCSEAPAQALPPAGAENSNSDPRVPIYDQGGPVEILPYLYLGSCNHSSDLQGLQACGITAVLNVSASCPNHFEGLFHYKSIPVEDNQMVEISAWFQEAISFIDSVKNSGGRVLVHCQAGISRSATICLAYLIQSHRVRLDEAFDFVKQRRGVISP.... Result: 1 (interaction). (3) The protein sequence of the target gene is MTEESSDVPRELIESIKDVIGRKIKISVKKKVKLEVKGDKVENKVLVLTSCRAFLVTARIPTKLELTFSYLEIHGVVCSKSAQMIVETEKCSISMKMASPEDVSEVLAHIGTCLRKIFPGLSPVRIMKKVSMEPSERLASLQALWDSQTVAEQGPCGGFSQMYACVCDWLGFSYREEVQWDVDTIYLTQDTRELNLQDFSHLDHRDLIPIIAALEYNQWFTKLSSKDLKLSTDVCEQILRVVSRSNRLEELVLENAGLRTDFAQKLASALAHNPNSGLHTINLAGNPLEDRGVSSLSIQF.... Result: 0 (no interaction). The miRNA is hsa-miR-758-5p with sequence GAUGGUUGACCAGAGAGCACAC. (4) The miRNA is gga-let-7b with sequence UGAGGUAGUAGGUUGUGUGGUU. The protein sequence of the target gene is MACLMAAFSVGTAMNASSYSAAMTEPKSVCVSVDEVVSSNVDEVETDLLNGHLKKVDNNFTEAQRFSSLPRRAAVNIEFKDLSYSVPEGPWWKKKGYKTLLKGISGKFNSGELVAIMGPSGAGKSTLMNILAGYRETGMKGAVLINGMPRDLRCFRKVSCYIMQDDMLLPHLTVQEAMMVSAHLKLQEKDEGRREMVKEILTALGLLPCANTRTGSLSGGQRKRLAIALELVNNPPVMFFDEPTSGLDSASCFQVVSLMKGLAQGGRSIVCTIHQPSAKLFELFDQLYVLSQGQCVYRGK.... Result: 0 (no interaction). (5) Result: 0 (no interaction). The protein sequence of the target gene is MASRVTDAIVWYQKKIGAYDQQIWEKSVEQREIKGLRNKPKKTAHVKPDLIDVDLVRGSAFAKAKPESPWTSLTRKGIVRVVFFPFFSRWWLQVTSRVIFSWLLVLYLLQVAAIVLFCSAPSPHSIPLTEVIGPIWLMLLLGTVHCQIVSTRTPKPPLGTGGKRRRKLRKAAHLEVHREGDGSSTTDNTQEGAVQSYGAGAPYSVGTVFRDLWLAAFFLSGSKKAKNSIDKSTETDNGYVSLDGKRTVKSSEDGAQYHELQCETVGPEDAAWATRTPRSVPAKDTQRKITNVSDEVSSEE.... The miRNA is hsa-miR-3652 with sequence CGGCUGGAGGUGUGAGGA. (6) The miRNA is hsa-miR-5006-3p with sequence UUUCCCUUUCCAUCCUGGCAG. The protein sequence of the target gene is MNPEWGQAFVHVAVAGGLCAVAVFTGIFDSVSVQVGYEHYAEAPVAGLPAFLAMPFNSLVNMAYTLLGLSWLHRGGAMGLGPRYLKDVFAAMALLYGPVQWLRLWTQWRRAAVLDQWLTLPIFAWPVAWCLYLDRGWRPWLFLSLECVSLASYGLALLHPQGFEVALGAHVVAAVGQALRTHRHYGSTTSATYLALGVLSCLGFVVLKLCDHQLARWRLFQCLTGHFWSKVCDVLQFHFAFLFLTHFNTHPRFHPSGGKTR. Result: 0 (no interaction). (7) The miRNA is hsa-miR-1234-3p with sequence UCGGCCUGACCACCCACCCCAC. The protein sequence of the target gene is MVRSGNKAAVVLCMDVGFTMSNSIPGIESPFEQAKKVITMFVQRQVFAENKDEIALVLFGTDGTDNPLSGGDQYQNITVHRHLMLPDFDLLEDIESKIQPGSQQADFLDALIVSMDVIQHETIGKKFEKRHIEIFTDLSSRFSKSQLDIIIHSLKKCDISLQFFLPFSLGKEDGSGDRGDGPFRLGGHGPSFPLKGITEQQKEGLEIVKMVMISLEGEDGLDEIYSFSESLRKLCVFKKIERHSIHWPCRLTIGSNLSIRIAAYKSILQERVKKTWTVVDAKTLKKEDIQKETVYCLNDD.... Result: 0 (no interaction).